Dataset: Catalyst prediction with 721,799 reactions and 888 catalyst types from USPTO. Task: Predict which catalyst facilitates the given reaction. (1) Reactant: [CH2:1]([O:3][C:4](=[O:14])[C:5](=O)[CH:6]1[CH2:11][CH2:10][CH2:9][CH2:8][C:7]1=O)[CH3:2].O.[NH2:16][NH2:17]. Product: [CH2:1]([O:3][C:4]([C:5]1[C:6]2[CH2:11][CH2:10][CH2:9][CH2:8][C:7]=2[NH:17][N:16]=1)=[O:14])[CH3:2]. The catalyst class is: 15. (2) Reactant: [CH3:1][O:2][C:3]1[C:8]([N:9]2[C:13]([S:14]([C:17]3[CH:22]=[CH:21][CH:20]=[CH:19][CH:18]=3)(=[O:16])=[O:15])=[CH:12][C:11]([CH2:23][N:24](C)[C:25](=O)OC(C)(C)C)=[N:10]2)=[CH:7][CH:6]=[CH:5][N:4]=1.[C:33]([O:36]CC)(=[O:35])[CH3:34].[C:39]([O:42]CC)(=[O:41])[CH3:40].Cl. Product: [C:39]([OH:42])(=[O:41])/[CH:40]=[CH:34]/[C:33]([OH:36])=[O:35].[CH3:1][O:2][C:3]1[C:8]([N:9]2[C:13]([S:14]([C:17]3[CH:18]=[CH:19][CH:20]=[CH:21][CH:22]=3)(=[O:16])=[O:15])=[CH:12][C:11]([CH2:23][NH:24][CH3:25])=[N:10]2)=[CH:7][CH:6]=[CH:5][N:4]=1. The catalyst class is: 8. (3) Reactant: [ClH:1].C(OCC)(=O)C.[CH3:8][N:9]([CH3:38])[C:10]1[CH:37]=[CH:36][C:13]([CH2:14][CH2:15][N:16]2[CH2:20][CH2:19][C@@H:18]([N:21]3[C:27]4[CH:28]=[CH:29][CH:30]=[CH:31][C:26]=4[CH2:25][O:24][C:23]4[CH:32]=[CH:33][CH:34]=[CH:35][C:22]3=4)[CH2:17]2)=[CH:12][CH:11]=1. Product: [ClH:1].[ClH:1].[CH3:38][N:9]([CH3:8])[C:10]1[CH:11]=[CH:12][C:13]([CH2:14][CH2:15][N:16]2[CH2:20][CH2:19][C@@H:18]([N:21]3[C:27]4[CH:28]=[CH:29][CH:30]=[CH:31][C:26]=4[CH2:25][O:24][C:23]4[CH:32]=[CH:33][CH:34]=[CH:35][C:22]3=4)[CH2:17]2)=[CH:36][CH:37]=1. The catalyst class is: 4. (4) Reactant: [CH:1]1([C:4]([N:6](C)C)=[CH2:5])[CH2:3][CH2:2]1.[F:9][C:10]([F:23])([F:22])[C:11]1[CH:21]=[CH:20][CH:19]=[CH:18][C:12]=1[C:13]([N:15]=[C:16]=[O:17])=O.C([O-])(=O)C.[NH4+].C(O)(=O)C. Product: [CH:1]1([C:4]2[N:6]=[C:13]([C:12]3[CH:18]=[CH:19][CH:20]=[CH:21][C:11]=3[C:10]([F:23])([F:22])[F:9])[NH:15][C:16](=[O:17])[CH:5]=2)[CH2:3][CH2:2]1. The catalyst class is: 30. (5) Product: [CH3:61][C:58](=[CH2:57])[C:53]([O:60][CH2:2][CH2:3][CH2:4][CH2:5][CH2:6][CH2:7][C:8]1[CH:13]=[CH:12][C:11]([CH2:14][CH2:15][C:16]2[CH:21]=[CH:20][C:19]([CH2:22][CH2:23][C:24]3[CH:29]=[CH:28][C:27]([CH2:30][CH2:31][CH2:32][CH2:33][CH2:34][CH2:35][O:42][C:38](=[O:43])[C:39]([CH3:41])=[CH2:40])=[CH:26][CH:25]=3)=[C:18]([CH3:37])[CH:17]=2)=[CH:10][CH:9]=1)=[O:59]. Reactant: O[CH2:2][CH2:3][CH2:4][CH2:5][CH2:6][CH2:7][C:8]1[CH:13]=[CH:12][C:11]([CH2:14][CH2:15][C:16]2[CH:21]=[CH:20][C:19]([CH2:22][CH2:23][C:24]3[CH:29]=[CH:28][C:27]([CH2:30][CH2:31][CH2:32][CH2:33][CH2:34][CH2:35]O)=[CH:26][CH:25]=3)=[C:18]([CH3:37])[CH:17]=2)=[CH:10][CH:9]=1.[C:38]([OH:43])(=[O:42])[C:39]([CH3:41])=[CH2:40].C1CCC(N=C=N[CH:53]2[CH2:58][CH2:57]CCC2)CC1.[OH2:59].[OH2:60].[C:61](O)(=O)C(O)=O. The catalyst class is: 154. (6) Reactant: [CH2:1]([O:3][C:4](=[O:19])/[C:5](/[O:16][CH2:17][CH3:18])=[CH:6]/[C:7]1[CH:8]=[C:9]2[C:13](=[CH:14][CH:15]=1)[NH:12][CH:11]=[CH:10]2)[CH3:2].[H][H]. Product: [CH2:1]([O:3][C:4](=[O:19])[CH:5]([O:16][CH2:17][CH3:18])[CH2:6][C:7]1[CH:8]=[C:9]2[C:13](=[CH:14][CH:15]=1)[NH:12][CH:11]=[CH:10]2)[CH3:2]. The catalyst class is: 50.